This data is from NCI-60 drug combinations with 297,098 pairs across 59 cell lines. The task is: Regression. Given two drug SMILES strings and cell line genomic features, predict the synergy score measuring deviation from expected non-interaction effect. Drug 1: CCC1(CC2CC(C3=C(CCN(C2)C1)C4=CC=CC=C4N3)(C5=C(C=C6C(=C5)C78CCN9C7C(C=CC9)(C(C(C8N6C)(C(=O)OC)O)OC(=O)C)CC)OC)C(=O)OC)O. Drug 2: CC1CCC2CC(C(=CC=CC=CC(CC(C(=O)C(C(C(=CC(C(=O)CC(OC(=O)C3CCCCN3C(=O)C(=O)C1(O2)O)C(C)CC4CCC(C(C4)OC)OP(=O)(C)C)C)C)O)OC)C)C)C)OC. Cell line: NCI-H460. Synergy scores: CSS=42.9, Synergy_ZIP=-2.27, Synergy_Bliss=-3.20, Synergy_Loewe=-1.39, Synergy_HSA=-0.0745.